Predict which catalyst facilitates the given reaction. From a dataset of Catalyst prediction with 721,799 reactions and 888 catalyst types from USPTO. (1) Reactant: [CH3:1][CH:2]([O:4][C:5]1[CH:6]=[C:7]([O:20][C:21]2[CH:29]=[CH:28][C:24]([C:25]([OH:27])=O)=[CH:23][CH:22]=2)[CH:8]=[C:9]([C:11]([NH:13][C:14]2[S:18][N:17]=[C:16]([CH3:19])[N:15]=2)=[O:12])[CH:10]=1)[CH3:3].CN(C(ON1N=NC2C=CC=NC1=2)=[N+](C)C)C.F[P-](F)(F)(F)(F)F.[CH3:54][N:55]1[CH2:60][CH2:59][CH:58]([NH:61][CH3:62])[CH2:57][CH2:56]1.C(N(C(C)C)CC)(C)C. Product: [CH3:3][CH:2]([O:4][C:5]1[CH:10]=[C:9]([CH:8]=[C:7]([O:20][C:21]2[CH:22]=[CH:23][C:24]([C:25]([N:61]([CH3:62])[CH:58]3[CH2:59][CH2:60][N:55]([CH3:54])[CH2:56][CH2:57]3)=[O:27])=[CH:28][CH:29]=2)[CH:6]=1)[C:11]([NH:13][C:14]1[S:18][N:17]=[C:16]([CH3:19])[N:15]=1)=[O:12])[CH3:1]. The catalyst class is: 18. (2) Product: [C:9]([CH2:8][C:3]1[CH:4]=[CH:5][CH:6]=[CH:7][C:2]=1[O:1][CH2:12][C:13]([O:15][C:16]([CH3:19])([CH3:18])[CH3:17])=[O:14])#[N:10]. Reactant: [OH:1][C:2]1[CH:7]=[CH:6][CH:5]=[CH:4][C:3]=1[CH2:8][C:9]#[N:10].Br[CH2:12][C:13]([O:15][C:16]([CH3:19])([CH3:18])[CH3:17])=[O:14].CN(C=O)C.C(=O)([O-])[O-].[K+].[K+]. The catalyst class is: 6. (3) Reactant: FC(F)(F)C(O)=O.[CH3:8][O:9][C:10]1[CH:11]=[C:12]2[C:17](=[CH:18][C:19]=1[O:20][CH3:21])[N:16]=[CH:15][N:14]=[C:13]2[N:22]1[CH2:26][CH2:25][CH:24]([NH2:27])[CH2:23]1.[CH:28]([C:31]1[CH:36]=[CH:35][C:34]([CH2:37][C:38](O)=[O:39])=[CH:33][CH:32]=1)([CH3:30])[CH3:29].C1C=CC2N(O)N=NC=2C=1.CN(C(ON1N=NC2C=CC=CC1=2)=[N+](C)C)C.F[P-](F)(F)(F)(F)F.CCN(C(C)C)C(C)C. Product: [CH3:8][O:9][C:10]1[CH:11]=[C:12]2[C:17](=[CH:18][C:19]=1[O:20][CH3:21])[N:16]=[CH:15][N:14]=[C:13]2[N:22]1[CH2:26][CH2:25][CH:24]([NH:27][C:38](=[O:39])[CH2:37][C:34]2[CH:35]=[CH:36][C:31]([CH:28]([CH3:29])[CH3:30])=[CH:32][CH:33]=2)[CH2:23]1. The catalyst class is: 1. (4) Reactant: [N:1]1[CH:6]=[CH:5][C:4](B(O)O)=[CH:3][CH:2]=1.[Br:10][C:11]1[CH:16]=[CH:15][CH:14]=[C:13](Br)[CH:12]=1.CCCCCC. Product: [Br:10][C:11]1[CH:12]=[C:13]([C:4]2[CH:5]=[CH:6][N:1]=[CH:2][CH:3]=2)[CH:14]=[CH:15][CH:16]=1. The catalyst class is: 25. (5) Reactant: F[C:2]1[CH:3]=[C:4]2[C:8](=[CH:9][CH:10]=1)[NH:7]N=[C:5]2NC1C=CN=C(NC2C=C(S(N(C)C)(=O)=O)C=CC=2)N=1.[O:31]1C2CCCC(=O)C=2C=[CH:32]1.Cl.NO. Product: [O:31]1[C:3]2=[CH:2][CH:10]=[CH:9][C:8]([NH2:7])=[C:4]2[CH:5]=[CH:32]1. The catalyst class is: 40. (6) Reactant: [NH2:1][C:2]1[CH:10]=[C:6]([C:7]([OH:9])=[O:8])[C:5]([OH:11])=[CH:4][CH:3]=1.C([O-])([O-])=O.[K+].[K+].[CH:18]1([C:24](Cl)=[O:25])[CH2:23][CH2:22][CH2:21][CH2:20][CH2:19]1. Product: [CH:18]1([C:24]([NH:1][C:2]2[CH:10]=[C:6]([C:7]([OH:9])=[O:8])[C:5]([OH:11])=[CH:4][CH:3]=2)=[O:25])[CH2:23][CH2:22][CH2:21][CH2:20][CH2:19]1. The catalyst class is: 6.